Task: Binary Classification. Given a T-cell receptor sequence (or CDR3 region) and an epitope sequence, predict whether binding occurs between them.. Dataset: TCR-epitope binding with 47,182 pairs between 192 epitopes and 23,139 TCRs The epitope is DATYQRTRALVR. The TCR CDR3 sequence is CSVGGSTDTQYF. Result: 0 (the TCR does not bind to the epitope).